This data is from Full USPTO retrosynthesis dataset with 1.9M reactions from patents (1976-2016). The task is: Predict the reactants needed to synthesize the given product. (1) The reactants are: [C:1]([C:3]1[CH:26]=[CH:25][C:6]([O:7][C:8]2[CH:13]=[CH:12][C:11]([C:14]3[N:19]=[C:18]([C:20]([OH:22])=[O:21])[CH:17]=[C:16]([CH:23]=[CH2:24])[N:15]=3)=[CH:10][CH:9]=2)=[CH:5][C:4]=1[C:27]([F:30])([F:29])[F:28])#[N:2].[C:31](=O)([O-])[O-].[K+].[K+].IC. Given the product [C:1]([C:3]1[CH:26]=[CH:25][C:6]([O:7][C:8]2[CH:13]=[CH:12][C:11]([C:14]3[N:19]=[C:18]([C:20]([O:22][CH3:31])=[O:21])[CH:17]=[C:16]([CH:23]=[CH2:24])[N:15]=3)=[CH:10][CH:9]=2)=[CH:5][C:4]=1[C:27]([F:30])([F:29])[F:28])#[N:2], predict the reactants needed to synthesize it. (2) Given the product [O:13]1[C:17]2([CH2:22][CH2:21][N:20]([C:23]3[CH:24]=[CH:25][C:26]([N:29]4[C:34](=[O:35])[C:33]([CH2:36][C:37]5[CH:42]=[CH:41][C:40]([C:43]6[CH:48]=[CH:47][CH:46]=[CH:45][C:44]=6[C:49]6[NH:3][C:4](=[O:7])[O:5][N:50]=6)=[CH:39][CH:38]=5)=[C:32]([CH2:51][CH2:52][CH3:53])[N:31]=[C:30]4[CH2:54][CH3:55])=[CH:27][CH:28]=3)[CH2:19][CH2:18]2)[O:16][CH2:15][CH2:14]1, predict the reactants needed to synthesize it. The reactants are: [Cl-].O[NH3+:3].[C:4](=[O:7])([O-])[OH:5].[Na+].CS(C)=O.[O:13]1[C:17]2([CH2:22][CH2:21][N:20]([C:23]3[CH:28]=[CH:27][C:26]([N:29]4[C:34](=[O:35])[C:33]([CH2:36][C:37]5[CH:42]=[CH:41][C:40]([C:43]6[C:44]([C:49]#[N:50])=[CH:45][CH:46]=[CH:47][CH:48]=6)=[CH:39][CH:38]=5)=[C:32]([CH2:51][CH2:52][CH3:53])[N:31]=[C:30]4[CH2:54][CH3:55])=[CH:25][CH:24]=3)[CH2:19][CH2:18]2)[O:16][CH2:15][CH2:14]1. (3) Given the product [O:1]1[C:5]2[CH:6]=[CH:7][C:8]([C:10]3[CH:15]=[CH:14][C:13]([C:16]4[N:21]=[C:20]([O:22][CH2:23][CH2:24][CH2:25][CH2:26][C:27]([CH3:42])([CH3:41])[C:28]([NH:30][S:31]([C:34]5[CH:35]=[N:36][C:37]([NH:47][NH2:48])=[CH:38][CH:39]=5)(=[O:33])=[O:32])=[O:29])[CH:19]=[CH:18][CH:17]=4)=[CH:12][CH:11]=3)=[CH:9][C:4]=2[O:3][CH2:2]1, predict the reactants needed to synthesize it. The reactants are: [O:1]1[C:5]2[CH:6]=[CH:7][C:8]([C:10]3[CH:15]=[CH:14][C:13]([C:16]4[N:21]=[C:20]([O:22][CH2:23][CH2:24][CH2:25][CH2:26][C:27]([CH3:42])([CH3:41])[C:28]([NH:30][S:31]([C:34]5[CH:35]=[N:36][C:37](Cl)=[CH:38][CH:39]=5)(=[O:33])=[O:32])=[O:29])[CH:19]=[CH:18][CH:17]=4)=[CH:12][CH:11]=3)=[CH:9][C:4]=2[O:3][CH2:2]1.C(O)C.O.[NH2:47][NH2:48]. (4) Given the product [NH2:10][CH:9]([CH2:14][C:15]1[CH:20]=[CH:19][CH:18]=[CH:17][C:16]=1[C:21]([F:24])([F:22])[F:23])[CH:8]([C:5]1[CH:6]=[CH:7][C:2]([F:1])=[CH:3][CH:4]=1)[OH:12], predict the reactants needed to synthesize it. The reactants are: [F:1][C:2]1[CH:7]=[CH:6][C:5]([CH:8]2[O:12]C(=O)[NH:10][CH:9]2[CH2:14][C:15]2[CH:20]=[CH:19][CH:18]=[CH:17][C:16]=2[C:21]([F:24])([F:23])[F:22])=[CH:4][CH:3]=1.[OH-].[Na+]. (5) Given the product [CH2:6]([O:8][C:9]([C@@H:11]1[C@H:16]([NH2:17])[CH2:15][CH2:14][N:13]([CH2:28][CH2:29][S:30][C:31]2[CH:40]=[N:39][C:38]3[C:33](=[CH:34][C:35]([O:41][CH3:42])=[CH:36][CH:37]=3)[N:32]=2)[CH2:12]1)=[O:10])[CH3:7], predict the reactants needed to synthesize it. The reactants are: I[Si](C)(C)C.[CH2:6]([O:8][C:9]([C@@H:11]1[C@H:16]([NH:17]C(OCC2C=CC=CC=2)=O)[CH2:15][CH2:14][N:13]([CH2:28][CH2:29][S:30][C:31]2[CH:40]=[N:39][C:38]3[C:33](=[CH:34][C:35]([O:41][CH3:42])=[CH:36][CH:37]=3)[N:32]=2)[CH2:12]1)=[O:10])[CH3:7].